Dataset: Full USPTO retrosynthesis dataset with 1.9M reactions from patents (1976-2016). Task: Predict the reactants needed to synthesize the given product. (1) Given the product [CH3:2][O:3][CH:4]=[CH:30][C:29]1[CH:32]=[CH:33][CH:34]=[C:35]([O:36][CH3:37])[C:28]=1[O:27][CH3:26], predict the reactants needed to synthesize it. The reactants are: [Br-].[CH3:2][O:3][CH2:4][P+](C1C=CC=CC=1)(C1C=CC=CC=1)C1C=CC=CC=1.[NH2-].[Na+].[CH3:26][O:27][C:28]1[C:35]([O:36][CH3:37])=[CH:34][CH:33]=[CH:32][C:29]=1[CH:30]=O. (2) The reactants are: C[O:2][C:3](=[O:42])[CH2:4][CH2:5][NH:6][C:7](=[O:41])[C:8]1[CH:13]=[CH:12][C:11]([CH:14]([O:21][C:22]2[CH:27]=[C:26]([CH3:28])[C:25]([C:29]3[CH:34]=[CH:33][C:32]([O:35][C:36]([F:39])([F:38])[F:37])=[CH:31][CH:30]=3)=[C:24]([CH3:40])[CH:23]=2)[CH2:15][CH2:16][CH2:17][CH2:18][CH2:19][CH3:20])=[CH:10][CH:9]=1.[OH-].[Na+]. Given the product [CH3:40][C:24]1[CH:23]=[C:22]([O:21][CH:14]([C:11]2[CH:10]=[CH:9][C:8]([C:7]([NH:6][CH2:5][CH2:4][C:3]([OH:42])=[O:2])=[O:41])=[CH:13][CH:12]=2)[CH2:15][CH2:16][CH2:17][CH2:18][CH2:19][CH3:20])[CH:27]=[C:26]([CH3:28])[C:25]=1[C:29]1[CH:30]=[CH:31][C:32]([O:35][C:36]([F:37])([F:39])[F:38])=[CH:33][CH:34]=1, predict the reactants needed to synthesize it. (3) Given the product [CH2:1]([O:8][N:9]([CH2:10][C:11]1([C:17]([OH:19])=[O:18])[CH2:16][CH2:15][CH2:14][CH2:13][CH2:12]1)[CH:20]=[O:21])[C:2]1[CH:7]=[CH:6][CH:5]=[CH:4][CH:3]=1, predict the reactants needed to synthesize it. The reactants are: [CH2:1]([O:8][NH:9][CH2:10][C:11]1([C:17]([OH:19])=[O:18])[CH2:16][CH2:15][CH2:14][CH2:13][CH2:12]1)[C:2]1[CH:7]=[CH:6][CH:5]=[CH:4][CH:3]=1.[CH:20](O)=[O:21].C(OC(=O)C)(=O)C.O. (4) Given the product [C:3]([C:7]1[CH:12]=[CH:11][C:10]([N+:13]([O-:15])=[O:14])=[CH:9][C:8]=1[Br:1])([CH3:6])([CH3:4])[CH3:5], predict the reactants needed to synthesize it. The reactants are: [Br:1]Br.[C:3]([C:7]1[CH:12]=[CH:11][C:10]([N+:13]([O-:15])=[O:14])=[CH:9][CH:8]=1)([CH3:6])([CH3:5])[CH3:4].OS(O)(=O)=O.O. (5) Given the product [CH2:24]([O:23][C:21](=[O:22])[C:20]([CH3:27])([O:1][C:2]1[CH:7]=[CH:6][C:5]([C:8](=[O:11])[CH2:9][CH3:10])=[CH:4][C:3]=1[CH3:12])[CH3:26])[CH3:25], predict the reactants needed to synthesize it. The reactants are: [OH:1][C:2]1[CH:7]=[CH:6][C:5]([C:8](=[O:11])[CH2:9][CH3:10])=[CH:4][C:3]=1[CH3:12].C(=O)([O-])[O-].[K+].[K+].Br[C:20]([CH3:27])([CH3:26])[C:21]([O:23][CH2:24][CH3:25])=[O:22].